Dataset: Reaction yield outcomes from USPTO patents with 853,638 reactions. Task: Predict the reaction yield, written as a fraction of the theoretical maximum amount of product (1.0 means a 100% yield; for example, 0.34 means a 34% yield). (1) The reactants are [CH:1]1([CH2:4][C:5]2([C:11]([O:13][CH2:14][CH3:15])=[O:12])SCCCS2)[CH2:3][CH2:2]1.BrN1C(=[O:22])CCC1=O. The catalyst is CC#N.O. The product is [CH:1]1([CH2:4][C:5](=[O:22])[C:11]([O:13][CH2:14][CH3:15])=[O:12])[CH2:3][CH2:2]1. The yield is 0.550. (2) The reactants are [C:1]([O:5][C:6](=[O:36])[NH:7][C@H:8]1[CH2:16][CH2:15][CH2:14][C@H:13]([CH2:17][CH2:18][O:19][Si](C(C)(C)C)(C)C)[C@@H:12]([O:27][C:28]2[CH:33]=[CH:32][CH:31]=[CH:30][CH:29]=2)[C@H:11]([CH3:34])[O:10][C:9]1=[O:35])([CH3:4])([CH3:3])[CH3:2].CCCC[N+](CCCC)(CCCC)CCCC.[F-].[Na+].[Cl-]. The catalyst is C1COCC1. The product is [C:1]([O:5][C:6](=[O:36])[NH:7][C@H:8]1[CH2:16][CH2:15][CH2:14][C@H:13]([CH2:17][CH2:18][OH:19])[C@@H:12]([O:27][C:28]2[CH:29]=[CH:30][CH:31]=[CH:32][CH:33]=2)[C@H:11]([CH3:34])[O:10][C:9]1=[O:35])([CH3:3])([CH3:2])[CH3:4]. The yield is 0.830. (3) The reactants are [CH3:1][O:2][CH:3]([O:31][CH3:32])[C:4]1[CH:9]=[CH:8][C:7]([CH:10]2[CH:19]([C:20]3[CH:25]=[CH:24][CH:23]=[CH:22][CH:21]=3)[C:18](=O)[C:17]3[C:16]([C:27]([O:29]C)=O)=[CH:15][CH:14]=[CH:13][C:12]=3[NH:11]2)=[CH:6][CH:5]=1.O.[NH2:34][NH2:35]. No catalyst specified. The product is [CH3:1][O:2][CH:3]([O:31][CH3:32])[C:4]1[CH:9]=[CH:8][C:7]([CH:10]2[NH:11][C:12]3[C:17]4[C:18](=[N:34][NH:35][C:27](=[O:29])[C:16]=4[CH:15]=[CH:14][CH:13]=3)[CH:19]2[C:20]2[CH:25]=[CH:24][CH:23]=[CH:22][CH:21]=2)=[CH:6][CH:5]=1. The yield is 0.780.